The task is: Predict the reactants needed to synthesize the given product.. This data is from Full USPTO retrosynthesis dataset with 1.9M reactions from patents (1976-2016). (1) Given the product [I:36][C:37]1[CH:38]=[CH:39][C:40]([C:43]([C:48]2[CH:49]=[CH:50][C:51]([O:52][C:53]([C:57]3[CH:62]=[CH:61][CH:60]=[CH:59][N:58]=3)([CH3:54])[CH3:56])=[CH:63][CH:64]=2)([CH3:47])[CH:44]([CH3:45])[CH3:46])=[CH:41][CH:42]=1, predict the reactants needed to synthesize it. The reactants are: S(OS(C(F)(F)F)(=O)=O)(C(F)(F)F)(=O)=O.C1(P(=O)(C2C=CC=CC=2)C2C=CC=CC=2)C=CC=CC=1.[I:36][C:37]1[CH:42]=[CH:41][C:40]([C:43]([C:48]2[CH:64]=[CH:63][C:51]([O:52][C:53]([C:57]3[CH:62]=[CH:61][CH:60]=[CH:59][N:58]=3)([CH3:56])[CH2:54]O)=[CH:50][CH:49]=2)([CH3:47])[CH:44]([CH3:46])[CH3:45])=[CH:39][CH:38]=1.[BH4-].[Na+]. (2) Given the product [CH3:17][O:8][C:7](=[O:9])[C:6]1[CH:10]=[C:2]([Br:1])[CH:3]=[CH:4][C:5]=1[Cl:11], predict the reactants needed to synthesize it. The reactants are: [Br:1][C:2]1[CH:3]=[CH:4][C:5]([Cl:11])=[C:6]([CH:10]=1)[C:7]([OH:9])=[O:8].S(=O)(=O)(O)O.[CH3:17]O. (3) Given the product [F:21][C:22]1[CH:27]=[C:26]([C:2]2[C:11]3[C:6](=[CH:7][C:8]([O:12][CH3:13])=[CH:9][CH:10]=3)[CH:5]=[C:4]([NH:14][C:15]3[CH:19]=[C:18]([CH3:20])[NH:17][N:16]=3)[N:3]=2)[CH:25]=[CH:24][CH:23]=1, predict the reactants needed to synthesize it. The reactants are: Cl[C:2]1[C:11]2[C:6](=[CH:7][C:8]([O:12][CH3:13])=[CH:9][CH:10]=2)[CH:5]=[C:4]([NH:14][C:15]2[CH:19]=[C:18]([CH3:20])[NH:17][N:16]=2)[N:3]=1.[F:21][C:22]1[CH:23]=[C:24](B(O)O)[CH:25]=[CH:26][CH:27]=1. (4) Given the product [NH2:1][C:4]1[C:5]2[NH:12][CH:11]=[C:10]([C@@H:13]3[N:17]([C:18]([O:20][C:21]([CH3:24])([CH3:23])[CH3:22])=[O:19])[C@H:16]([CH2:25][O:26][C:27](=[O:40])[C@@H:28]([NH:32][C:33]([O:35][C:36]([CH3:39])([CH3:38])[CH3:37])=[O:34])[CH:29]([CH3:31])[CH3:30])[C@H:15]4[O:41][C:42]([CH3:44])([CH3:45])[O:43][C@@H:14]34)[C:6]=2[N:7]=[CH:8][N:9]=1, predict the reactants needed to synthesize it. The reactants are: [N:1]([C:4]1[C:5]2[NH:12][CH:11]=[C:10]([C@@H:13]3[N:17]([C:18]([O:20][C:21]([CH3:24])([CH3:23])[CH3:22])=[O:19])[C@H:16]([CH2:25][O:26][C:27](=[O:40])[C@@H:28]([NH:32][C:33]([O:35][C:36]([CH3:39])([CH3:38])[CH3:37])=[O:34])[CH:29]([CH3:31])[CH3:30])[C@H:15]4[O:41][C:42]([CH3:45])([CH3:44])[O:43][C@@H:14]34)[C:6]=2[N:7]=[CH:8][N:9]=1)=[N+]=[N-].[H][H]. (5) Given the product [Br:1][C:2]1[CH:7]=[CH:6][C:5]([CH:8]2[C:38](=[O:39])[C:37]([CH3:36])([CH3:41])[O:50][C:10]([CH2:11][CH3:21])([CH3:14])[C:9]2=[O:22])=[C:4]([CH2:23][CH3:24])[CH:3]=1, predict the reactants needed to synthesize it. The reactants are: [Br:1][C:2]1[CH:7]=[CH:6][C:5]([CH:8]2[C:10]3([C:14](=O)C(CC)(C)C(=O)[C:11]3([CH3:21])C)[C:9]2=[O:22])=[C:4]([CH2:23][CH3:24])[CH:3]=1.BrC1C=C[C:36]([CH:37]2[C:41]3([C:38](=[O:39])[C:37]([CH3:41])(C)[C:36](=O)C3(CC)C)[C:38]2=[O:39])=C(CC)C=1.S(=O)(=O)(O)[OH:50]. (6) Given the product [F:26][C:27]([F:32])([F:31])[C:28]([OH:30])=[O:29].[F:26][C:27]([F:32])([F:31])[C:28]([OH:30])=[O:29].[Cl:24][C:20]1[CH:19]=[C:18]([NH:17][C:8]([NH2:9])=[NH:7])[CH:23]=[CH:22][N:21]=1, predict the reactants needed to synthesize it. The reactants are: C(OC(=O)[NH:7]/[C:8](/[NH:17][C:18]1[CH:23]=[CH:22][N:21]=[C:20]([Cl:24])[CH:19]=1)=[N:9]\C(=O)OC(C)(C)C)(C)(C)C.[F:26][C:27]([F:32])([F:31])[C:28]([OH:30])=[O:29].